Task: Predict which catalyst facilitates the given reaction.. Dataset: Catalyst prediction with 721,799 reactions and 888 catalyst types from USPTO Reactant: Cl[C:2]1[N:7]=[N:6][C:5]([O:8][CH2:9][C:10]([N:12]([CH:14]2[CH2:19][CH2:18][N:17]([C:20]([CH:22]3[CH2:24][CH2:23]3)=[O:21])[CH2:16][CH2:15]2)[CH3:13])=[O:11])=[CH:4][CH:3]=1.[CH3:25][NH:26][CH3:27].O1CCCC1.[I-].[K+].C(N(CC)CC)C. Product: [CH:22]1([C:20]([N:17]2[CH2:18][CH2:19][CH:14]([N:12]([CH3:13])[C:10](=[O:11])[CH2:9][O:8][C:5]3[N:6]=[N:7][C:2]([N:26]([CH3:27])[CH3:25])=[CH:3][CH:4]=3)[CH2:15][CH2:16]2)=[O:21])[CH2:24][CH2:23]1. The catalyst class is: 51.